From a dataset of Experimentally validated miRNA-target interactions with 360,000+ pairs, plus equal number of negative samples. Binary Classification. Given a miRNA mature sequence and a target amino acid sequence, predict their likelihood of interaction. (1) The miRNA is mmu-miR-467f with sequence AUAUACACACACACACCUACA. The protein sequence of the target gene is MSFVAYEELIKEGDTAILSLGHGSMVAVRVQRGAQTQTRHGVLRHSVDLIGRPFGSKVICSRGGWVYVLHPTPELWTVNLPHRTQILYSTDIALITMMLELRPGSVVCESGTGSGSVSHAIIRSVAPTGHLHTVEFHQQRADKAREEFQEHRLSQWVTVHTQDVCCSGFGVVHVADAVFLDIPSPWEAVGHAWDALKVEGGRFCSFSPCIEQVQRTCQALAAHGFTELSTLEVLPQVYNVRTVSLPLPDLGANNLETNMGSDASPFRSGTPMKETVGHTGYLTFATKTPG. Result: 1 (interaction). (2) The miRNA is hsa-miR-450a-1-3p with sequence AUUGGGAACAUUUUGCAUGUAU. The protein sequence of the target gene is MTLEEFSAAEQKTERMDTVGDALEEVLSKARSQRTITVGVYEAAKLLNVDPDNVVLCLLAADEDDDRDVALQIHFTLIRAFCCENDINILRVSNPGRLAELLLLENDAGPAESGGAAQTPDLHCVLVTNPHSSQWKDPALSQLICFCRESRYMDQWVPVINLPER. Result: 0 (no interaction). (3) The miRNA is hsa-miR-130a-5p with sequence GCUCUUUUCACAUUGUGCUACU. The protein sequence of the target gene is MPAPAATYERVVYKNPSEYHYMKVCLEFQDCGVGLNAAQFKQLLISAVKDLFGEVDAALPLDILTYEEKTLSAILRICSSGLVKLWSSLTLLGSYKGKKCAFRVIQVSPFLLALSGNSRELVLD. Result: 1 (interaction).